This data is from Reaction yield outcomes from USPTO patents with 853,638 reactions. The task is: Predict the reaction yield, written as a fraction of the theoretical maximum amount of product (1.0 means a 100% yield; for example, 0.34 means a 34% yield). The reactants are [Cl:1][C:2]1[CH:3]=[C:4]([CH:8]=[CH:9][C:10]=1[OH:11])[C:5]([OH:7])=O.[NH:12]1[CH2:17][CH2:16][CH2:15][C@@H:14]2[C:18]3[CH:19]=[CH:20][CH:21]=[CH:22][C:23]=3[CH2:24][C@H:13]12.F[P-](F)(F)(F)(F)F.N1(OC(N(C)C)=[N+](C)C)C2N=CC=CC=2N=N1. No catalyst specified. The product is [Cl:1][C:2]1[CH:3]=[C:4]([C:5]([N:12]2[CH2:17][CH2:16][CH2:15][C@@H:14]3[C:18]4[CH:19]=[CH:20][CH:21]=[CH:22][C:23]=4[CH2:24][C@H:13]23)=[O:7])[CH:8]=[CH:9][C:10]=1[OH:11]. The yield is 0.320.